From a dataset of Full USPTO retrosynthesis dataset with 1.9M reactions from patents (1976-2016). Predict the reactants needed to synthesize the given product. (1) The reactants are: OC1C(=O)NN=C(CCC2C=CC=CC=2)C=1.C([O:24][C:25]1[N:26]=[N:27][C:28]([CH2:39][C:40]2[CH:45]=[CH:44][C:43]([F:46])=[CH:42][CH:41]=2)=[CH:29][C:30]=1[O:31]CC1C=CC=CC=1)C1C=CC=CC=1. Given the product [F:46][C:43]1[CH:42]=[CH:41][C:40]([CH2:39][C:28]2[CH:29]=[C:30]([OH:31])[C:25](=[O:24])[NH:26][N:27]=2)=[CH:45][CH:44]=1, predict the reactants needed to synthesize it. (2) Given the product [CH3:1][O:2][C:3]1[CH:4]=[C:5]([CH2:9][CH2:10][CH2:11][NH2:13])[CH:6]=[CH:7][CH:8]=1, predict the reactants needed to synthesize it. The reactants are: [CH3:1][O:2][C:3]1[CH:4]=[C:5]([CH2:9][CH2:10][C:11]([NH2:13])=O)[CH:6]=[CH:7][CH:8]=1. (3) Given the product [Cl:20][CH2:21][CH2:22][CH2:23][CH2:24][CH:25]([C:26]1[NH:57][N:56]=[C:16]([NH:15][C:5]2[CH:6]=[CH:7][C:8]([N:9]3[C:13]([CH3:14])=[N:12][CH:11]=[N:10]3)=[C:3]([F:2])[CH:4]=2)[N:17]=1)[C:29]1[CH:30]=[CH:31][C:32]([O:35][CH2:36][CH:37]([F:38])[F:39])=[CH:33][CH:34]=1, predict the reactants needed to synthesize it. The reactants are: I.[F:2][C:3]1[CH:4]=[C:5]([NH:15][C:16](SC)=[NH:17])[CH:6]=[CH:7][C:8]=1[N:9]1[C:13]([CH3:14])=[N:12][CH:11]=[N:10]1.[Cl:20][CH2:21][CH2:22][CH2:23][CH2:24][CH:25]([C:29]1[CH:34]=[CH:33][C:32]([O:35][CH2:36][CH:37]([F:39])[F:38])=[CH:31][CH:30]=1)[C:26](O)=O.CN1CCOCC1.C(N(CC)C(C)C)(C)C.[NH2:56][NH2:57]. (4) Given the product [ClH:18].[Cl:18][C:19]1[CH:20]=[CH:21][C:22](/[CH:23]=[CH:24]/[S:25]([N:28]2[CH2:33][CH2:32][N:31]([C:12](=[O:14])[C:11]3[CH:10]=[CH:9][C:8]([C:4]4[CH:3]=[N:2][CH:7]=[CH:6][CH:5]=4)=[CH:16][CH:15]=3)[CH2:30][CH2:29]2)(=[O:26])=[O:27])=[CH:34][CH:35]=1, predict the reactants needed to synthesize it. The reactants are: Cl.[N:2]1[CH:7]=[CH:6][CH:5]=[C:4]([C:8]2[CH:16]=[CH:15][C:11]([C:12]([OH:14])=O)=[CH:10][CH:9]=2)[CH:3]=1.Cl.[Cl:18][C:19]1[CH:35]=[CH:34][C:22](/[CH:23]=[CH:24]/[S:25]([N:28]2[CH2:33][CH2:32][NH:31][CH2:30][CH2:29]2)(=[O:27])=[O:26])=[CH:21][CH:20]=1. (5) Given the product [CH:1]12[CH2:7][CH:4]([CH2:5][CH2:6]1)[CH:3]=[CH:2]2.[C:8]([O:13][CH3:14])(=[O:12])[C:9]([CH3:11])=[CH2:10], predict the reactants needed to synthesize it. The reactants are: [CH:1]12[CH2:7][CH:4]([CH2:5][CH2:6]1)[CH:3]=[CH:2]2.[C:8]([O:13][CH3:14])(=[O:12])[C:9]([CH3:11])=[CH2:10].CC(N=NC(C#N)(C)C)(C#N)C.CC[Al](Cl)CC.CC[Al](Cl)Cl.Cl.CO. (6) Given the product [NH:1]1[CH2:2][CH2:3][CH:4]([C:7]2[CH:8]=[CH:9][C:10]3[O:15][CH2:14][C:13](=[O:16])[NH:12][C:11]=3[CH:17]=2)[CH2:5][CH2:6]1, predict the reactants needed to synthesize it. The reactants are: [N:1]1[CH:6]=[CH:5][C:4]([C:7]2[CH:8]=[CH:9][C:10]3[O:15][CH2:14][C:13](=[O:16])[NH:12][C:11]=3[CH:17]=2)=[CH:3][CH:2]=1.Cl. (7) Given the product [Cl:1][C:5]1[C:6](=[O:21])[C:7]2[CH:8]=[CH:9][C:10]3[O:11][C:12]([CH3:19])([CH3:20])[CH2:13][CH2:14][C:15]=3[C:16]=2[C:17](=[O:18])[C:4]=1[Cl:3], predict the reactants needed to synthesize it. The reactants are: [Cl:1]Cl.[Cl:3][C:4]1[C:17](=[O:18])[C:16]2[C:15]3[CH2:14][CH2:13][C:12]([CH3:20])([CH3:19])[O:11][C:10]=3[CH:9]=[CH:8][C:7]=2[C:6](=[O:21])[CH:5]=1. (8) Given the product [F:31][C:26]1[CH:25]=[C:24]([C:17]2[C:18]3[CH2:23][O:22][CH2:21][CH2:20][C:19]=3[N:15]([C:13]([NH:12][C@@H:7]([C:8]([CH3:9])([CH3:10])[CH3:11])[C:6](=[O:32])[N:5]3[CH2:4][CH2:38][N:33]([C:39]4[N:44]=[CH:43][CH:42]=[CH:41][N:40]=4)[CH2:34][CH2:35]3)=[O:14])[N:16]=2)[CH:29]=[CH:28][C:27]=1[F:30], predict the reactants needed to synthesize it. The reactants are: C(C[CH2:4][NH:5][C:6](=[O:32])[C@@H:7]([NH:12][C:13]([N:15]1[C:19]2[CH2:20][CH2:21][O:22][CH2:23][C:18]=2[C:17]([C:24]2[CH:29]=[CH:28][C:27]([F:30])=[C:26]([F:31])[CH:25]=2)=[N:16]1)=[O:14])[C:8]([CH3:11])([CH3:10])[CH3:9])#N.[N:33]1([C:39]2[N:44]=[CH:43][CH:42]=[CH:41][N:40]=2)[CH2:38]CN[CH2:35][CH2:34]1. (9) Given the product [CH2:23]([C:2]1[CH:3]=[CH:4][C:5]([NH:12][S:13]([C:16]2[CH:21]=[CH:20][CH:19]=[CH:18][CH:17]=2)(=[O:15])=[O:14])=[C:6]([CH:11]=1)[C:7]([OH:9])=[O:8])[CH:24]([CH3:26])[CH3:25], predict the reactants needed to synthesize it. The reactants are: Br[C:2]1[CH:3]=[CH:4][C:5]([NH:12][S:13]([C:16]2[CH:21]=[CH:20][CH:19]=[CH:18][CH:17]=2)(=[O:15])=[O:14])=[C:6]([CH:11]=1)[C:7]([O:9]C)=[O:8].[Br-].[CH2:23]([Zn+])[CH:24]([CH3:26])[CH3:25].[OH-].[Na+].CO.